From a dataset of Catalyst prediction with 721,799 reactions and 888 catalyst types from USPTO. Predict which catalyst facilitates the given reaction. (1) Reactant: C([NH:3][CH2:4][CH2:5][CH2:6][C:7]1[CH:8]=[CH:9][C:10]([CH2:13][CH2:14][CH2:15][NH:16]C=O)=[N:11][CH:12]=1)=O.[OH-].[Na+]. Product: [NH2:3][CH2:4][CH2:5][CH2:6][C:7]1[CH:8]=[CH:9][C:10]([CH2:13][CH2:14][CH2:15][NH2:16])=[N:11][CH:12]=1. The catalyst class is: 33. (2) Reactant: [F:1][C:2]1[CH:3]=[C:4]([S:8](Cl)(=[O:10])=[O:9])[CH:5]=[CH:6][CH:7]=1.[CH3:12][O:13][C:14](=[O:35])[C:15]1[CH:20]=[CH:19][C:18]([NH:21][C:22]([C:24]2[CH:33]=[C:32]3[C:27]([CH2:28][CH2:29][CH2:30][NH:31]3)=[CH:26][CH:25]=2)=[O:23])=[CH:17][C:16]=1[Cl:34].N1C=CC=CC=1. Product: [CH3:12][O:13][C:14](=[O:35])[C:15]1[CH:20]=[CH:19][C:18]([NH:21][C:22]([C:24]2[CH:33]=[C:32]3[C:27]([CH2:28][CH2:29][CH2:30][N:31]3[S:8]([C:4]3[CH:5]=[CH:6][CH:7]=[C:2]([F:1])[CH:3]=3)(=[O:10])=[O:9])=[CH:26][CH:25]=2)=[O:23])=[CH:17][C:16]=1[Cl:34]. The catalyst class is: 4. (3) Reactant: [F:1][C:2]1[CH:3]=[C:4]([CH2:8][C:9]([O:11][CH3:12])=[O:10])[CH:5]=[CH:6][CH:7]=1.[N+:13]([O-])([OH:15])=[O:14]. Product: [F:1][C:2]1[CH:3]=[C:4]([CH2:8][C:9]([O:11][CH3:12])=[O:10])[CH:5]=[CH:6][C:7]=1[N+:13]([O-:15])=[O:14]. The catalyst class is: 65. (4) Product: [CH3:24][NH:25][S:26](=[O:28])(=[O:27])[NH:23][C:20]1[CH:21]=[CH:22][C:17]([C:13]2[CH:14]=[C:15]3[C:10](=[CH:11][CH:12]=2)[N:9]=[CH:8][C:7]([N:1]2[CH2:2][CH2:3][O:4][CH2:5][CH2:6]2)=[N:16]3)=[CH:18][CH:19]=1. Reactant: [N:1]1([C:7]2[CH:8]=[N:9][C:10]3[C:15]([N:16]=2)=[CH:14][C:13]([C:17]2[CH:22]=[CH:21][C:20]([NH2:23])=[CH:19][CH:18]=2)=[CH:12][CH:11]=3)[CH2:6][CH2:5][O:4][CH2:3][CH2:2]1.[CH3:24][NH:25][S:26](Cl)(=[O:28])=[O:27]. The catalyst class is: 17. (5) Reactant: Cl[C:2]1[C:11]2=[N:12][N:13](CC3C=CC(OC)=CC=3)[CH:14]=[C:10]2[C:9]2[CH:8]=[C:7]([O:24][CH3:25])[CH:6]=[CH:5][C:4]=2[N:3]=1.[NH2:26][C:27]1[CH:28]=[CH:29][C:30]2[CH2:36][CH2:35][CH2:34][C:33](=[O:37])[NH:32][C:31]=2[CH:38]=1.Cl. Product: [CH3:25][O:24][C:7]1[CH:6]=[CH:5][C:4]2[N:3]=[C:2]([NH:26][C:27]3[CH:28]=[CH:29][C:30]4[CH2:36][CH2:35][CH2:34][C:33](=[O:37])[NH:32][C:31]=4[CH:38]=3)[C:11]3=[N:12][NH:13][CH:14]=[C:10]3[C:9]=2[CH:8]=1. The catalyst class is: 71. (6) Reactant: [Cl:1][C:2]1[CH:7]=[CH:6][C:5]([CH:8]2[C:17](=O)[C:16]3[C:15]([C:19]([O:21]CC)=O)=[CH:14][CH:13]=[CH:12][C:11]=3[NH:10][CH:9]2[C:24]2[CH:29]=[CH:28][C:27]([CH2:30][N:31]([CH3:33])[CH3:32])=[CH:26][CH:25]=2)=[CH:4][CH:3]=1.O.[NH2:35][NH2:36].C(O)=O. Product: [Cl:1][C:2]1[CH:7]=[CH:6][C:5]([CH:8]2[C:17]3=[N:35][NH:36][C:19](=[O:21])[C:15]4[CH:14]=[CH:13][CH:12]=[C:11]([C:16]=43)[NH:10][CH:9]2[C:24]2[CH:29]=[CH:28][C:27]([CH2:30][N:31]([CH3:33])[CH3:32])=[CH:26][CH:25]=2)=[CH:4][CH:3]=1. The catalyst class is: 5. (7) Reactant: [Cl:1][C:2]1[CH:7]=[CH:6][CH:5]=[C:4]([Cl:8])[C:3]=1[CH2:9][CH2:10][CH2:11][OH:12].C(N(CC)CC)C.[CH3:20][S:21](Cl)(=[O:23])=[O:22]. The catalyst class is: 448. Product: [CH3:20][S:21]([O:12][CH2:11][CH2:10][CH2:9][C:3]1[C:2]([Cl:1])=[CH:7][CH:6]=[CH:5][C:4]=1[Cl:8])(=[O:23])=[O:22].